This data is from Catalyst prediction with 721,799 reactions and 888 catalyst types from USPTO. The task is: Predict which catalyst facilitates the given reaction. (1) Reactant: [O:1]=[C:2]1[O:6][CH2:5][C@:4]2([CH2:10][CH2:9][C@H:8]([C:11]3[CH:16]=[CH:15][C:14]([CH2:17][C:18]([O:20]C(C)(C)C)=[O:19])=[CH:13][CH:12]=3)[CH2:7]2)[NH:3]1.C(O)(C(F)(F)F)=O. Product: [O:1]=[C:2]1[O:6][CH2:5][C@:4]2([CH2:10][CH2:9][C@H:8]([C:11]3[CH:12]=[CH:13][C:14]([CH2:17][C:18]([OH:20])=[O:19])=[CH:15][CH:16]=3)[CH2:7]2)[NH:3]1. The catalyst class is: 2. (2) Reactant: [CH:1]12[O:7][CH:6]1[CH2:5][CH2:4][N:3]([C:8]([O:10][C:11]([CH3:14])([CH3:13])[CH3:12])=[O:9])[CH2:2]2.[CH2:15]([NH2:22])[C:16]1[CH:21]=[CH:20][CH:19]=[CH:18][CH:17]=1. Product: [C:11]([O:10][C:8]([N:3]1[CH2:4][CH2:5][CH:6]([NH:22][CH2:15][C:16]2[CH:21]=[CH:20][CH:19]=[CH:18][CH:17]=2)[CH:1]([OH:7])[CH2:2]1)=[O:9])([CH3:14])([CH3:13])[CH3:12].[C:11]([O:10][C:8]([N:3]1[CH2:4][CH2:5][CH:6]([OH:7])[CH:1]([NH:22][CH2:15][C:16]2[CH:21]=[CH:20][CH:19]=[CH:18][CH:17]=2)[CH2:2]1)=[O:9])([CH3:14])([CH3:13])[CH3:12]. The catalyst class is: 6. (3) Reactant: C(N(CC)CC)C.Cl[C:9]1[N:14]=[C:13]([C:15]2[C:16]([CH3:25])=[C:17]([C:20]([O:23][CH3:24])=[CH:21][CH:22]=2)[CH:18]=[O:19])[CH:12]=[CH:11][N:10]=1.O.[C:27]([O:30][CH2:31]C)(=[O:29])C. Product: [CH:18]([C:17]1[C:16]([CH3:25])=[C:15]([C:13]2[CH:12]=[CH:11][N:10]=[C:9]([C:27]([O:30][CH3:31])=[O:29])[N:14]=2)[CH:22]=[CH:21][C:20]=1[O:23][CH3:24])=[O:19]. The catalyst class is: 121. (4) Product: [Br:1][C:2]1[CH:3]=[C:4]([C:8]2([C:15]3[CH:16]=[N:17][C:18]([O:21][CH:22]([F:24])[F:23])=[CH:19][CH:20]=3)[CH2:9][O:10][CH2:11][C:12]([NH2:25])=[N:13]2)[CH:5]=[CH:6][CH:7]=1. Reactant: [Br:1][C:2]1[CH:3]=[C:4]([C:8]2([C:15]3[CH:16]=[N:17][C:18]([O:21][CH:22]([F:24])[F:23])=[CH:19][CH:20]=3)[NH:13][C:12](=S)[CH2:11][O:10][CH2:9]2)[CH:5]=[CH:6][CH:7]=1.[NH3:25]. The catalyst class is: 5. (5) Reactant: [Cl:1][C:2]1[CH:12]=[CH:11][C:10]([CH2:13][NH:14][C:15](=[O:20])[C:16]([F:19])([F:18])[F:17])=[CH:9][C:3]=1[C:4]([N:6]=[C:7]=[O:8])=O.[F:21][C:22]([F:39])([F:38])[C:23]1[N:28]=[CH:27][C:26]([NH:29][NH:30]C(OC(C)(C)C)=O)=[CH:25][CH:24]=1.FC(F)(F)C(O)=O. Product: [Cl:1][C:2]1[CH:12]=[CH:11][C:10]([CH2:13][NH:14][C:15](=[O:20])[C:16]([F:19])([F:18])[F:17])=[CH:9][C:3]=1[C:4]1[NH:6][C:7](=[O:8])[N:29]([C:26]2[CH:27]=[N:28][C:23]([C:22]([F:21])([F:38])[F:39])=[CH:24][CH:25]=2)[N:30]=1. The catalyst class is: 2. (6) Product: [ClH:13].[CH2:3]([C:4]1[CH:11]=[CH:10][CH:9]=[CH:8][C:5]=1[CH2:6][NH2:7])[CH:2]([CH3:12])[CH3:1]. The catalyst class is: 105. Reactant: [CH3:1][C:2]([CH3:12])=[CH:3][C:4]1[CH:11]=[CH:10][CH:9]=[CH:8][C:5]=1[C:6]#[N:7].[ClH:13].O1CCOCC1.